This data is from Catalyst prediction with 721,799 reactions and 888 catalyst types from USPTO. The task is: Predict which catalyst facilitates the given reaction. (1) Product: [CH3:11][N:12]1[CH2:17][CH2:16][N:15]([CH:20]([C:26]2[CH:31]=[CH:30][CH:29]=[CH:28][CH:27]=2)[C:21]([O:23][CH2:24][CH3:25])=[O:22])[CH2:14][C:13]1=[O:18]. The catalyst class is: 10. Reactant: CCN(C(C)C)C(C)C.Cl.[CH3:11][N:12]1[CH2:17][CH2:16][NH:15][CH2:14][C:13]1=[O:18].Br[CH:20]([C:26]1[CH:31]=[CH:30][CH:29]=[CH:28][CH:27]=1)[C:21]([O:23][CH2:24][CH3:25])=[O:22]. (2) Reactant: [NH2:1][C:2]12[CH2:9][CH2:8][C:5]([C:10]([NH2:12])=[O:11])([CH2:6][CH2:7]1)[CH2:4][CH2:3]2.C(=O)([O-])[O-].[K+].[K+].Br[CH2:20][C:21]([N:23]1[CH2:27][C@@H:26]([F:28])[CH2:25][C@H:24]1[C:29]#[N:30])=[O:22]. Product: [C:10]([C:5]12[CH2:4][CH2:3][C:2]([NH:1][CH2:20][C:21]([N:23]3[CH2:27][C@@H:26]([F:28])[CH2:25][C@H:24]3[C:29]#[N:30])=[O:22])([CH2:9][CH2:8]1)[CH2:7][CH2:6]2)(=[O:11])[NH2:12]. The catalyst class is: 9. (3) Reactant: CC(OI1(OC(C)=O)(OC(C)=O)OC(=O)C2C=CC=CC1=2)=O.[F:23][C:24]1[CH:29]=[CH:28][C:27]([S:30]([C@@:33]2([C:50]3[CH:55]=[CH:54][C:53]([C:56]([F:65])([C:61]([F:64])([F:63])[F:62])[C:57]([F:60])([F:59])[F:58])=[CH:52][CH:51]=3)[CH2:37][CH2:36][N:35]([C:38]([C:40]3([O:48][CH3:49])[CH2:45][CH2:44][CH:43]([CH2:46][OH:47])[CH2:42][CH2:41]3)=[O:39])[CH2:34]2)(=[O:32])=[O:31])=[CH:26][CH:25]=1. Product: [F:23][C:24]1[CH:25]=[CH:26][C:27]([S:30]([C@@:33]2([C:50]3[CH:55]=[CH:54][C:53]([C:56]([F:65])([C:61]([F:62])([F:63])[F:64])[C:57]([F:58])([F:59])[F:60])=[CH:52][CH:51]=3)[CH2:37][CH2:36][N:35]([C:38]([C:40]3([O:48][CH3:49])[CH2:41][CH2:42][CH:43]([CH:46]=[O:47])[CH2:44][CH2:45]3)=[O:39])[CH2:34]2)(=[O:31])=[O:32])=[CH:28][CH:29]=1. The catalyst class is: 4. (4) Reactant: [N+:1]([C:4]1[CH:5]=[C:6]([CH:11]=[CH:12][CH:13]=1)[C:7](=[N:9][OH:10])[NH2:8])([O-:3])=[O:2].[C:14](OC)(=O)[CH2:15][C:16]([CH3:18])=[O:17]. Product: [O:17]=[C:16]([CH3:18])[CH2:15][C:14]1[O:10][N:9]=[C:7]([C:6]2[CH:11]=[CH:12][CH:13]=[C:4]([N+:1]([O-:3])=[O:2])[CH:5]=2)[N:8]=1. The catalyst class is: 11. (5) Reactant: [CH3:1][O:2][C:3]1[CH:4]=[C:5]2[C:10](=[C:11]3[CH2:15][C:14]([CH3:17])([CH3:16])[O:13][C:12]=13)[C:9]([C:18]1[CH:19]=[C:20]([CH:23]=[CH:24][CH:25]=1)[C:21]#[N:22])=[N:8][CH2:7][C:6]2([CH3:27])[CH3:26].[OH-:28].[Na+].OO. Product: [CH3:1][O:2][C:3]1[CH:4]=[C:5]2[C:10](=[C:11]3[CH2:15][C:14]([CH3:17])([CH3:16])[O:13][C:12]=13)[C:9]([C:18]1[CH:19]=[C:20]([CH:23]=[CH:24][CH:25]=1)[C:21]([NH2:22])=[O:28])=[N:8][CH2:7][C:6]2([CH3:27])[CH3:26]. The catalyst class is: 5. (6) Reactant: [CH2:1]([S:8][C:9]1[N:14]=[CH:13][C:12]([NH2:15])=[CH:11][C:10]=1[CH2:16][CH3:17])[C:2]1[CH:7]=[CH:6][CH:5]=[CH:4][CH:3]=1.C(N(CC)CC)C.[CH3:25][C:26](OC(C)=O)=[O:27]. Product: [CH2:1]([S:8][C:9]1[N:14]=[CH:13][C:12]([NH:15][C:26](=[O:27])[CH3:25])=[CH:11][C:10]=1[CH2:16][CH3:17])[C:2]1[CH:3]=[CH:4][CH:5]=[CH:6][CH:7]=1. The catalyst class is: 7. (7) Product: [NH2:1][C:4]1[CH:9]=[CH:8][C:7]([S:10]([NH:13][CH3:14])(=[O:12])=[O:11])=[CH:6][CH:5]=1. The catalyst class is: 171. Reactant: [N+:1]([C:4]1[CH:9]=[CH:8][C:7]([S:10]([N-:13][CH3:14])(=[O:12])=[O:11])=[CH:6][CH:5]=1)([O-])=O.O.NN. (8) Reactant: [ClH:1].CCOCC.[CH3:7][N:8]([CH2:26][C:27]1[CH:36]=[CH:35][C:34]2[C:29](=[CH:30][CH:31]=[CH:32][CH:33]=2)[C:28]=1[CH2:37][CH2:38][CH3:39])[C:9](=[O:25])/[CH:10]=[CH:11]/[C:12]1[CH:24]=[N:23][C:15]2[NH:16][C:17](=[O:22])[CH2:18][N:19]([CH3:21])[CH2:20][C:14]=2[CH:13]=1. Product: [ClH:1].[CH3:7][N:8]([CH2:26][C:27]1[CH:36]=[CH:35][C:34]2[C:29](=[CH:30][CH:31]=[CH:32][CH:33]=2)[C:28]=1[CH2:37][CH2:38][CH3:39])[C:9](=[O:25])/[CH:10]=[CH:11]/[C:12]1[CH:24]=[N:23][C:15]2[NH:16][C:17](=[O:22])[CH2:18][N:19]([CH3:21])[CH2:20][C:14]=2[CH:13]=1. The catalyst class is: 2. (9) The catalyst class is: 22. Reactant: [Cl:1][C:2]1[CH:7]=[C:6]([Cl:8])[CH:5]=[CH:4][C:3]=1[CH2:9][N:10]1[C:15](=[O:16])[C:14]([C:17]([NH:19][CH2:20][C:21]([O:23]CC)=[O:22])=[O:18])=[C:13]([OH:26])[C:12]([C:27](OC)=[O:28])=[C:11]1[OH:31].[F:32][C:33]1[C:39]([F:40])=[CH:38][CH:37]=[CH:36][C:34]=1[NH2:35]. Product: [Cl:1][C:2]1[CH:7]=[C:6]([Cl:8])[CH:5]=[CH:4][C:3]=1[CH2:9][N:10]1[C:11]([OH:31])=[C:12]([C:27]([NH:35][C:34]2[CH:36]=[CH:37][CH:38]=[C:39]([F:40])[C:33]=2[F:32])=[O:28])[C:13]([OH:26])=[C:14]([C:17]([NH:19][CH2:20][C:21]([OH:23])=[O:22])=[O:18])[C:15]1=[O:16]. (10) Reactant: [N:1]1([C:7]([C:9]2[C:10]3[CH2:27][S:26](=[O:29])(=[O:28])[C:25]4[CH:24]=[CH:23][CH:22]=[CH:21][C:20]=4[C:11]=3[N:12]([CH:14]3[CH2:19][CH2:18][NH:17][CH2:16][CH2:15]3)[N:13]=2)=[O:8])[CH2:6][CH2:5][O:4][CH2:3][CH2:2]1.C(N(CC)CC)C.[CH3:37][S:38](Cl)(=[O:40])=[O:39].O. Product: [CH3:37][S:38]([N:17]1[CH2:18][CH2:19][CH:14]([N:12]2[C:11]3[C:20]4[CH:21]=[CH:22][CH:23]=[CH:24][C:25]=4[S:26](=[O:29])(=[O:28])[CH2:27][C:10]=3[C:9]([C:7]([N:1]3[CH2:2][CH2:3][O:4][CH2:5][CH2:6]3)=[O:8])=[N:13]2)[CH2:15][CH2:16]1)(=[O:40])=[O:39]. The catalyst class is: 1.